Task: Predict the reaction yield, written as a fraction of the theoretical maximum amount of product (1.0 means a 100% yield; for example, 0.34 means a 34% yield).. Dataset: Reaction yield outcomes from USPTO patents with 853,638 reactions (1) The reactants are [NH2:1][C:2]([C:4]1[CH:5]=[N:6][C:7]2[C:12]([C:13]=1[NH:14][C:15]1[CH:16]=[C:17]([C:25]([O:27]C)=[O:26])[CH:18]=[C:19]([C:21]([O:23]C)=[O:22])[CH:20]=1)=[CH:11][CH:10]=[C:9](Br)[CH:8]=2)=[O:3].[CH3:30][O:31][C:32]1[N:37]=[C:36]([O:38][CH3:39])[C:35](B(O)O)=[CH:34][N:33]=1.C(=O)([O-])[O-].[K+].[K+].[OH-].[Na+]. The catalyst is O1CCOCC1.O.C(O)C.C1C=CC([P]([Pd]([P](C2C=CC=CC=2)(C2C=CC=CC=2)C2C=CC=CC=2)([P](C2C=CC=CC=2)(C2C=CC=CC=2)C2C=CC=CC=2)[P](C2C=CC=CC=2)(C2C=CC=CC=2)C2C=CC=CC=2)(C2C=CC=CC=2)C2C=CC=CC=2)=CC=1. The product is [NH2:1][C:2]([C:4]1[CH:5]=[N:6][C:7]2[C:12]([C:13]=1[NH:14][C:15]1[CH:20]=[C:19]([C:21]([OH:23])=[O:22])[CH:18]=[C:17]([C:25]([OH:27])=[O:26])[CH:16]=1)=[CH:11][CH:10]=[C:9]([C:35]1[C:36]([O:38][CH3:39])=[N:37][C:32]([O:31][CH3:30])=[N:33][CH:34]=1)[CH:8]=2)=[O:3]. The yield is 0.0300. (2) The reactants are [CH:1]([C:4]1[N:9]=[C:8]([C:10]2[CH:19]=[C:18]([O:20][CH:21]3[CH2:38][CH:37]4[CH:23]([C:24](=[O:44])[N:25]([CH3:43])[CH2:26][CH2:27][CH2:28][CH2:29][CH:30]=[CH:31][CH:32]5[C:34]([C:40](O)=[O:41])([NH:35][C:36]4=[O:39])[CH2:33]5)[CH2:22]3)[C:17]3[C:12](=[C:13]([CH3:47])[C:14]([O:45][CH3:46])=[CH:15][CH:16]=3)[N:11]=2)[CH:7]=[CH:6][CH:5]=1)([CH3:3])[CH3:2].C(Cl)CCl.[CH:52]1([S:55]([NH2:58])(=[O:57])=[O:56])[CH2:54][CH2:53]1.C1CCN2C(=NCCC2)CC1. The catalyst is CN(C1C=CN=CC=1)C.CN(C=O)C.C(O)(=O)C. The product is [CH:1]([C:4]1[N:9]=[C:8]([C:10]2[CH:19]=[C:18]([O:20][CH:21]3[CH2:38][CH:37]4[CH:23]([C:24](=[O:44])[N:25]([CH3:43])[CH2:26][CH2:27][CH2:28][CH2:29][CH:30]=[CH:31][CH:32]5[C:34]([C:40]([NH:58][S:55]([CH:52]6[CH2:54][CH2:53]6)(=[O:57])=[O:56])=[O:41])([NH:35][C:36]4=[O:39])[CH2:33]5)[CH2:22]3)[C:17]3[C:12](=[C:13]([CH3:47])[C:14]([O:45][CH3:46])=[CH:15][CH:16]=3)[N:11]=2)[CH:7]=[CH:6][CH:5]=1)([CH3:2])[CH3:3]. The yield is 0.390. (3) The reactants are [NH2:1][C:2]1[N:6]([C:7]2[CH:8]=[C:9]([CH:16]=[CH:17][C:18]=2[CH3:19])[C:10]([NH:12][CH:13]2[CH2:15][CH2:14]2)=[O:11])[N:5]=[CH:4][C:3]=1[C:20](=[O:28])[C:21]1[CH:26]=[CH:25][CH:24]=[C:23]([OH:27])[CH:22]=1.Cl[CH2:30][CH:31]1[CH2:35][O:34][C:33]([CH3:37])([CH3:36])[O:32]1.C([O-])([O-])=O.[K+].[K+]. The catalyst is CN(C=O)C. The product is [NH2:1][C:2]1[N:6]([C:7]2[CH:8]=[C:9]([CH:16]=[CH:17][C:18]=2[CH3:19])[C:10]([NH:12][CH:13]2[CH2:14][CH2:15]2)=[O:11])[N:5]=[CH:4][C:3]=1[C:20](=[O:28])[C:21]1[CH:26]=[CH:25][CH:24]=[C:23]([O:27][CH2:30][CH:31]2[CH2:35][O:34][C:33]([CH3:37])([CH3:36])[O:32]2)[CH:22]=1. The yield is 0.180. (4) The reactants are [CH2:1]([CH2:3][NH2:4])[OH:2].[C:5]1(=O)[O:11][C:9](=[O:10])[CH2:8][O:7][CH2:6]1. The catalyst is N1C=CC=CC=1. The product is [OH:2][CH2:1][CH2:3][N:4]1[C:9](=[O:10])[CH2:8][O:7][CH2:6][C:5]1=[O:11]. The yield is 0.125.